This data is from Forward reaction prediction with 1.9M reactions from USPTO patents (1976-2016). The task is: Predict the product of the given reaction. (1) Given the reactants Cl[C:2]1[N:7]=[N:6][C:5]([C:8]2[C:16]3[C:11](=[N:12][CH:13]=[CH:14][CH:15]=3)[N:10]([CH2:17][C:18]3[CH:23]=[CH:22][CH:21]=[CH:20][C:19]=3[F:24])[N:9]=2)=[N:4][C:3]=1[NH2:25].[CH3:26][O:27][C:28]1[N:33]=[CH:32][C:31](B(O)O)=[CH:30][CH:29]=1.C(=O)([O-])[O-].[K+].[K+].C1(P(C2CCCCC2)C2CCCCC2)CCCCC1, predict the reaction product. The product is: [F:24][C:19]1[CH:20]=[CH:21][CH:22]=[CH:23][C:18]=1[CH2:17][N:10]1[C:11]2=[N:12][CH:13]=[CH:14][CH:15]=[C:16]2[C:8]([C:5]2[N:6]=[N:7][C:2]([C:31]3[CH:32]=[N:33][C:28]([O:27][CH3:26])=[CH:29][CH:30]=3)=[C:3]([NH2:25])[N:4]=2)=[N:9]1. (2) Given the reactants C[C:2]([C:8]1[CH:13]=[CH:12][CH:11]=[CH:10][CH:9]=1)([CH3:7])[C:3]([O:5]C)=O.[H-].[Al+3].[Li+].[H-].[H-].[H-].O.[OH-].[Na+].O1CCC[CH2:24]1, predict the reaction product. The product is: [CH3:24][CH:3]([OH:5])[CH:2]([C:8]1[CH:9]=[CH:10][CH:11]=[CH:12][CH:13]=1)[CH3:7]. (3) Given the reactants Cl[C:2]1[CH:7]=[C:6]2[NH:8][C:9](=[O:36])[C:10]3([CH:15](C4C=CC=C(Cl)C=4)[CH2:14][C:13](=[O:23])[N:12](CC(F)=O)[CH:11]3C3C=C(F)C=CC=3C)[C:5]2=[CH:4][CH:3]=1.CN1CCC(N)CC1.CN1CCOCC1, predict the reaction product. The product is: [NH:12]1[C:13](=[O:23])[CH2:14][CH2:15][C:10]2([C:5]3[C:6](=[CH:7][CH:2]=[CH:3][CH:4]=3)[NH:8][C:9]2=[O:36])[CH2:11]1. (4) The product is: [OH:23][C:24]1([C:31]2[CH:32]=[N:33][C:34]([O:37][CH3:38])=[CH:35][CH:36]=2)[CH2:25][CH2:26][CH:27]([N:1]2[CH2:2][CH:3]([NH:5][C:6](=[O:22])[CH2:7][NH:8][C:9]3[C:17]4[C:12](=[CH:13][CH:14]=[C:15]([C:18]([F:20])([F:19])[F:21])[CH:16]=4)[NH:11][N:10]=3)[CH2:4]2)[CH2:28][CH2:29]1. Given the reactants [NH:1]1[CH2:4][CH:3]([NH:5][C:6](=[O:22])[CH2:7][NH:8][C:9]2[C:17]3[C:12](=[CH:13][CH:14]=[C:15]([C:18]([F:21])([F:20])[F:19])[CH:16]=3)[NH:11][N:10]=2)[CH2:2]1.[OH:23][C:24]1([C:31]2[CH:32]=[N:33][C:34]([O:37][CH3:38])=[CH:35][CH:36]=2)[CH2:29][CH2:28][C:27](=O)[CH2:26][CH2:25]1, predict the reaction product. (5) Given the reactants C(OC(=O)[NH:7][C:8]1[CH:13]=[C:12]([CH3:14])[C:11]([C:15]([F:18])([F:17])[F:16])=[CH:10][C:9]=1[NH:19][C:20](=[O:36])[CH2:21][C:22](=O)[C:23]1[CH:28]=[CH:27][CH:26]=[C:25]([C:29]2[CH:30]=[N:31][CH:32]=[N:33][CH:34]=2)[CH:24]=1)(C)(C)C.C(O)(C(F)(F)F)=O, predict the reaction product. The product is: [CH3:14][C:12]1[C:11]([C:15]([F:16])([F:17])[F:18])=[CH:10][C:9]2[NH:19][C:20](=[O:36])[CH2:21][C:22]([C:23]3[CH:28]=[CH:27][CH:26]=[C:25]([C:29]4[CH:34]=[N:33][CH:32]=[N:31][CH:30]=4)[CH:24]=3)=[N:7][C:8]=2[CH:13]=1.